From a dataset of Forward reaction prediction with 1.9M reactions from USPTO patents (1976-2016). Predict the product of the given reaction. (1) Given the reactants [C:1]([C:5]1[CH:10]=[CH:9][C:8]([C:11]2[N:12]([C:30](Cl)=[O:31])[C@H:13]([C:23]3[CH:28]=[CH:27][C:26]([Cl:29])=[CH:25][CH:24]=3)[C@H:14]([C:16]3[CH:21]=[CH:20][C:19]([Cl:22])=[CH:18][CH:17]=3)[N:15]=2)=[C:7]([O:33][CH2:34][CH3:35])[CH:6]=1)([CH3:4])([CH3:3])[CH3:2].[CH3:36][S:37]([N:40]1[CH2:45][CH2:44][NH:43][CH2:42][CH2:41]1)(=[O:39])=[O:38], predict the reaction product. The product is: [C:1]([C:5]1[CH:10]=[CH:9][C:8]([C:11]2[N:12]([C:30]([N:43]3[CH2:44][CH2:45][N:40]([S:37]([CH3:36])(=[O:39])=[O:38])[CH2:41][CH2:42]3)=[O:31])[C@H:13]([C:23]3[CH:24]=[CH:25][C:26]([Cl:29])=[CH:27][CH:28]=3)[C@H:14]([C:16]3[CH:21]=[CH:20][C:19]([Cl:22])=[CH:18][CH:17]=3)[N:15]=2)=[C:7]([O:33][CH2:34][CH3:35])[CH:6]=1)([CH3:3])([CH3:4])[CH3:2]. (2) Given the reactants [CH3:1][N:2]1[C:7](=[O:8])[CH:6]=[C:5]([N:9]2[CH2:14][CH2:13][O:12][CH2:11][CH2:10]2)[N:4]=[C:3]1[CH2:15][C:16]([O-:18])=O.[Na+].[CH:20]1([C:23]2[CH:24]=[C:25]([CH:27]=[CH:28][C:29]=2[F:30])[NH2:26])[CH2:22][CH2:21]1.Cl.CN(C)CCCN=C=NCC, predict the reaction product. The product is: [CH:20]1([C:23]2[CH:24]=[C:25]([NH:26][C:16](=[O:18])[CH2:15][C:3]3[N:2]([CH3:1])[C:7](=[O:8])[CH:6]=[C:5]([N:9]4[CH2:10][CH2:11][O:12][CH2:13][CH2:14]4)[N:4]=3)[CH:27]=[CH:28][C:29]=2[F:30])[CH2:22][CH2:21]1.